From a dataset of Reaction yield outcomes from USPTO patents with 853,638 reactions. Predict the reaction yield, written as a fraction of the theoretical maximum amount of product (1.0 means a 100% yield; for example, 0.34 means a 34% yield). (1) The reactants are [CH2:1]([C:8]1[CH:13]=[CH:12][C:11]([OH:14])=[CH:10][CH:9]=1)[C:2]1[CH:7]=[CH:6][CH:5]=[CH:4][CH:3]=1.[H-].[Na+].[C:17]([O:21][C:22]([N:24]1[CH2:28][CH2:27][CH2:26][C@@H:25]1[CH2:29]OS(C1C=CC(C)=CC=1)(=O)=O)=[O:23])([CH3:20])([CH3:19])[CH3:18]. The catalyst is CN(C=O)C. The product is [C:17]([O:21][C:22]([N:24]1[CH2:28][CH2:27][CH2:26][C@@H:25]1[CH2:29][O:14][C:11]1[CH:10]=[CH:9][C:8]([CH2:1][C:2]2[CH:3]=[CH:4][CH:5]=[CH:6][CH:7]=2)=[CH:13][CH:12]=1)=[O:23])([CH3:20])([CH3:18])[CH3:19]. The yield is 0.730. (2) The reactants are [NH2:1][C:2]1[N:7]=[C:6]([N:8]([CH3:11])[O:9][CH3:10])[N:5]=[C:4]([NH:12][CH2:13][CH2:14][CH3:15])[N:3]=1.[C:16](Cl)(=[O:19])[CH2:17][CH3:18].CCN(C(C)C)C(C)C. The catalyst is C1COCC1. The product is [CH3:10][O:9][N:8]([CH3:11])[C:6]1[N:5]=[C:4]([NH:12][CH2:13][CH2:14][CH3:15])[N:3]=[C:2]([NH:1][C:16](=[O:19])[CH2:17][CH3:18])[N:7]=1. The yield is 0.150. (3) The reactants are [C:1]([C:5]1[CH:12]=[CH:11][C:8]([CH:9]=O)=[CH:7][CH:6]=1)([CH3:4])([CH3:3])[CH3:2].[F:13][C:14]1[CH:15]=[C:16]([CH2:20][CH2:21][NH2:22])[CH:17]=[CH:18][CH:19]=1.[BH4-].[Na+]. The catalyst is CO.Cl. The product is [C:1]([C:5]1[CH:12]=[CH:11][C:8]([CH2:9][NH:22][CH2:21][CH2:20][C:16]2[CH:17]=[CH:18][CH:19]=[C:14]([F:13])[CH:15]=2)=[CH:7][CH:6]=1)([CH3:4])([CH3:3])[CH3:2]. The yield is 1.00. (4) The reactants are [CH3:1][N:2]1[CH2:7][CH2:6][NH:5][CH2:4][CH2:3]1.Cl[C:9]1[C:10]([N+:16]([O-:18])=[O:17])=[C:11]([CH:13]=[CH:14][CH:15]=1)[NH2:12]. The catalyst is O. The product is [CH3:1][N:2]1[CH2:7][CH2:6][N:5]([C:9]2[C:10]([N+:16]([O-:18])=[O:17])=[C:11]([CH:13]=[CH:14][CH:15]=2)[NH2:12])[CH2:4][CH2:3]1. The yield is 0.800. (5) The reactants are [Cl:1][C:2]1[C:7]([C:8]2[N:9]=[C:10]([N:20]3[CH2:25][CH2:24][O:23][CH2:22][CH2:21]3)[S:11][C:12]=2[C:13]2[CH:18]=[CH:17][N:16]=[C:15](Cl)[N:14]=2)=[CH:6][CH:5]=[CH:4][C:3]=1[NH:26][S:27]([C:30]1[C:35]([F:36])=[CH:34][CH:33]=[CH:32][C:31]=1[F:37])(=[O:29])=[O:28].[CH2:38]([NH2:42])[CH:39]([CH3:41])[CH3:40]. No catalyst specified. The product is [Cl:1][C:2]1[C:7]([C:8]2[N:9]=[C:10]([N:20]3[CH2:21][CH2:22][O:23][CH2:24][CH2:25]3)[S:11][C:12]=2[C:13]2[CH:18]=[CH:17][N:16]=[C:15]([NH:42][CH2:38][CH:39]([CH3:41])[CH3:40])[N:14]=2)=[CH:6][CH:5]=[CH:4][C:3]=1[NH:26][S:27]([C:30]1[C:31]([F:37])=[CH:32][CH:33]=[CH:34][C:35]=1[F:36])(=[O:29])=[O:28]. The yield is 0.141. (6) The reactants are [O:1]1[CH2:3][CH:2]1[C:4]1[CH:5]=[C:6]2[C:29](=[CH:30][CH:31]=1)[C:10]1=[N:11][O:12][C:13]([C:14]3[C:18]([C:19]([F:22])([F:21])[F:20])=[C:17]([C:23]4[CH:28]=[CH:27][CH:26]=[CH:25][CH:24]=4)[O:16][N:15]=3)=[C:9]1[CH2:8][CH2:7]2.[NH:32]1[CH2:37][CH2:36][CH2:35][C@H:34]([CH2:38][C:39]([O:41][CH2:42][CH3:43])=[O:40])[CH2:33]1. The catalyst is CC(O)C. The product is [OH:1][CH:2]([C:4]1[CH:5]=[C:6]2[C:29](=[CH:30][CH:31]=1)[C:10]1=[N:11][O:12][C:13]([C:14]3[C:18]([C:19]([F:22])([F:20])[F:21])=[C:17]([C:23]4[CH:24]=[CH:25][CH:26]=[CH:27][CH:28]=4)[O:16][N:15]=3)=[C:9]1[CH2:8][CH2:7]2)[CH2:3][N:32]1[CH2:37][CH2:36][CH2:35][C@H:34]([CH2:38][C:39]([O:41][CH2:42][CH3:43])=[O:40])[CH2:33]1. The yield is 0.594. (7) The yield is 0.736. The reactants are OS(O)(=O)=O.[S:6]1[C:10]2[CH:11]=[C:12]([NH:15][C:16]([NH:18][CH2:19][CH:20](OC)OC)=[O:17])[CH:13]=[CH:14][C:9]=2[N:8]=[CH:7]1.CO.[OH-].[K+]. The catalyst is C(Cl)(Cl)Cl. The product is [S:6]1[C:10]2[CH:11]=[C:12]([N:15]3[CH:20]=[CH:19][NH:18][C:16]3=[O:17])[CH:13]=[CH:14][C:9]=2[N:8]=[CH:7]1. (8) The reactants are [NH:1]1[CH2:6][CH2:5][CH:4]([C:7]2[N:8]=[N:9][N:10]3[C:15]=2[C:14]2[CH:16]=[CH:17][NH:18][C:13]=2[N:12]=[CH:11]3)[CH2:3][CH2:2]1.[C:19](O)(=O)[CH3:20].[C:23]([BH3-])#[N:24].[Na+].[C:27](O[BH-](OC(=O)C)OC(=O)C)(=O)[CH3:28].[Na+].[CH3:41]O. The catalyst is O1CCCC1. The product is [N:24]1[CH:23]=[CH:28][CH:27]=[C:19]([CH2:20][N:1]2[CH2:2][CH2:3][CH:4]([C:7]3[N:8]=[N:9][N:10]4[C:15]=3[C:14]3[CH:16]=[CH:17][NH:18][C:13]=3[N:12]=[CH:11]4)[CH2:5][CH2:6]2)[CH:41]=1. The yield is 0.0930. (9) The yield is 0.800. The catalyst is CN(C=O)C.O. The reactants are [CH2:1](Br)[C:2]1[CH:7]=[CH:6][CH:5]=[CH:4][CH:3]=1.[F:9][C:10]1[CH:15]=[C:14]([CH3:16])[C:13]([OH:17])=[CH:12][C:11]=1[N+:18]([O-:20])=[O:19].C(=O)([O-])[O-].[K+].[K+]. The product is [CH2:1]([O:17][C:13]1[C:14]([CH3:16])=[CH:15][C:10]([F:9])=[C:11]([N+:18]([O-:20])=[O:19])[CH:12]=1)[C:2]1[CH:7]=[CH:6][CH:5]=[CH:4][CH:3]=1.